From a dataset of Full USPTO retrosynthesis dataset with 1.9M reactions from patents (1976-2016). Predict the reactants needed to synthesize the given product. (1) Given the product [C:6]([C:7]1[CH:16]=[CH:15][C:10]([C:11]([O:13][CH3:14])=[O:12])=[CH:9][CH:8]=1)#[CH:5], predict the reactants needed to synthesize it. The reactants are: C[Si]([C:5]#[C:6][C:7]1[CH:16]=[CH:15][C:10]([C:11]([O:13][CH3:14])=[O:12])=[CH:9][CH:8]=1)(C)C.C(=O)([O-])[O-].[K+].[K+].CO. (2) The reactants are: Cl[C:2]1[C:3]2[C:4](=[CH:15][N:16](CC3C=CC(OC)=CC=3)[N:17]=2)[N:5]=[C:6]([CH:8]2[CH2:13][CH2:12][N:11]([CH3:14])[CH2:10][CH2:9]2)[N:7]=1.[NH:27]1[C:35]2[C:30](=[CH:31][CH:32]=[C:33]([NH2:36])[CH:34]=2)[CH:29]=[N:28]1.Cl. Given the product [NH:27]1[C:35]2[C:30](=[CH:31][CH:32]=[C:33]([NH:36][C:2]3[C:3]4[NH:17][N:16]=[CH:15][C:4]=4[N:5]=[C:6]([CH:8]4[CH2:9][CH2:10][N:11]([CH3:14])[CH2:12][CH2:13]4)[N:7]=3)[CH:34]=2)[CH:29]=[N:28]1, predict the reactants needed to synthesize it. (3) Given the product [CH2:24]([O:26][C:2]1[C:3]2[C:17]([CH:18]=[O:19])=[C:16]([CH2:20][CH3:21])[NH:15][C:4]=2[N:5]=[C:6]([S:8][C:9]2[CH:10]=[N:11][CH:12]=[CH:13][CH:14]=2)[N:7]=1)[CH3:25], predict the reactants needed to synthesize it. The reactants are: Cl[C:2]1[C:3]2[C:17]([CH:18]=[O:19])=[C:16]([CH2:20][CH3:21])[NH:15][C:4]=2[N:5]=[C:6]([S:8][C:9]2[CH:10]=[N:11][CH:12]=[CH:13][CH:14]=2)[N:7]=1.[H-].[Na+].[CH2:24]([OH:26])[CH3:25]. (4) Given the product [CH3:28][C:27]([CH3:29])=[CH:26][CH2:25][CH2:24]/[C:22](/[CH3:23])=[CH:21]/[CH2:20][CH2:19]/[C:17](/[CH3:18])=[CH:16]/[CH2:15][CH2:14][C:11]1([CH3:13])[O:12][C:4]2[CH:3]=[CH:2][C:7]([OH:8])=[CH:6][C:5]=2[CH2:9][CH2:10]1, predict the reactants needed to synthesize it. The reactants are: C[C:2]1[C:7]([OH:8])=[CH:6][C:5]2[CH2:9][CH2:10][C@:11]([CH2:14][CH2:15]/[CH:16]=[C:17](/[CH2:19][CH2:20]/[CH:21]=[C:22](/[CH2:24][CH2:25][CH:26]=[C:27]([CH3:29])[CH3:28])\[CH3:23])\[CH3:18])([CH3:13])[O:12][C:4]=2[C:3]=1C.CC1C2O[C@@](CC/C=C(/CC/C=C(/CCC=C(C)C)\C)\C)(C)CCC=2C=C(O)C=1. (5) Given the product [CH2:16]([O:7][C:6](=[O:8])[C:5]([NH:4][C:1](=[O:3])[CH3:2])=[CH2:9])[C:17]1[CH:22]=[CH:21][CH:20]=[CH:19][CH:18]=1, predict the reactants needed to synthesize it. The reactants are: [C:1]([NH:4][C:5](=[CH2:9])[C:6]([OH:8])=[O:7])(=[O:3])[CH3:2].C([O-])([O-])=O.[K+].[K+].[CH2:16](Br)[C:17]1[CH:22]=[CH:21][CH:20]=[CH:19][CH:18]=1. (6) Given the product [C:31]1([NH:30][C:28]([C:27]2[CH:26]=[C:25]([NH:24][C:3]([CH:5]3[C:13]4[C:8](=[CH:9][CH:10]=[C:11]([C:14](=[O:18])[CH2:19][CH3:20])[CH:12]=4)[N:7]([CH2:21][CH3:22])[C:6]3=[O:23])=[O:4])[CH:39]=[CH:38][CH:37]=2)=[O:29])[CH:36]=[CH:35][CH:34]=[CH:33][CH:32]=1, predict the reactants needed to synthesize it. The reactants are: CO[C:3]([CH:5]1[C:13]2[C:8](=[CH:9][CH:10]=[C:11]([C:14]3([CH2:19][CH3:20])[O:18]CCO3)[CH:12]=2)[N:7]([CH2:21][CH3:22])[C:6]1=[O:23])=[O:4].[NH2:24][C:25]1[CH:26]=[C:27]([CH:37]=[CH:38][CH:39]=1)[C:28]([NH:30][C:31]1[CH:36]=[CH:35][CH:34]=[CH:33][CH:32]=1)=[O:29]. (7) Given the product [CH3:19][N:20]([CH2:22][CH2:23][O:24][C:2]1[C:3]2[N:11]=[C:10]([C:12]3[CH:17]=[CH:16][C:15]([F:18])=[CH:14][CH:13]=3)[CH:9]=[CH:8][C:4]=2[N:5]=[CH:6][N:7]=1)[CH3:21], predict the reactants needed to synthesize it. The reactants are: Cl[C:2]1[C:3]2[N:11]=[C:10]([C:12]3[CH:17]=[CH:16][C:15]([F:18])=[CH:14][CH:13]=3)[CH:9]=[CH:8][C:4]=2[N:5]=[CH:6][N:7]=1.[CH3:19][N:20]([CH2:22][CH2:23][OH:24])[CH3:21].[H-].[Na+].O(C1C2N=C(C3C=CC(F)=CC=3)C=CC=2N=CN=1)C1C=CC=CC=1.